Predict the product of the given reaction. From a dataset of Forward reaction prediction with 1.9M reactions from USPTO patents (1976-2016). (1) The product is: [CH2:1]([O:3][C:4]1[CH:5]=[C:6]([C:12]([C:14]2[CH:19]=[CH:18][C:17]([O:20][CH3:21])=[C:16]([CH3:22])[CH:15]=2)=[O:13])[CH:7]=[CH:8][C:9]=1[O:10][CH3:11])[CH3:2]. Given the reactants [CH2:1]([O:3][C:4]1[CH:5]=[C:6]([CH:12]([C:14]2[CH:19]=[CH:18][C:17]([O:20][CH3:21])=[C:16]([CH3:22])[CH:15]=2)[OH:13])[CH:7]=[CH:8][C:9]=1[O:10][CH3:11])[CH3:2], predict the reaction product. (2) Given the reactants Br[C:2]1[C:7]([C:8]([F:11])([F:10])[F:9])=[CH:6][C:5]([NH:12][C:13]2[N:17]=[C:16]([NH2:18])[NH:15][N:14]=2)=[CH:4][C:3]=1[Cl:19].CN1C(C)(C)CC(SC2C=CC(B3OC(C)(C)C(C)(C)O3)=CC=2)CC1(C)C.[OH:47][C@H:48]1[CH2:53][CH2:52][C@H:51]([NH:54][S:55]([C:58]2[CH:63]=[CH:62][C:61](B3OC(C)(C)C(C)(C)O3)=[CH:60][C:59]=2[O:73][CH3:74])(=[O:57])=[O:56])[CH2:50][CH2:49]1.C([O-])([O-])=O.[K+].[K+], predict the reaction product. The product is: [NH2:18][C:16]1[NH:15][N:14]=[C:13]([NH:12][C:5]2[CH:6]=[C:7]([C:8]([F:11])([F:10])[F:9])[C:2]([C:61]3[CH:62]=[CH:63][C:58]([S:55]([NH:54][C@H:51]4[CH2:50][CH2:49][C@H:48]([OH:47])[CH2:53][CH2:52]4)(=[O:57])=[O:56])=[C:59]([O:73][CH3:74])[CH:60]=3)=[C:3]([Cl:19])[CH:4]=2)[N:17]=1. (3) Given the reactants CC1(C)[O:6][C@@H:5]([CH2:7][O:8][NH:9][C:10]([C:12]2[O:20][C:15]3[N:16]=[CH:17][N:18]=[CH:19][C:14]=3[C:13]=2[NH:21][C:22]2[CH:27]=[CH:26][C:25]([I:28])=[CH:24][C:23]=2[F:29])=[O:11])[CH2:4][O:3]1, predict the reaction product. The product is: [OH:6][C@H:5]([CH2:4][OH:3])[CH2:7][O:8][NH:9][C:10]([C:12]1[O:20][C:15]2[N:16]=[CH:17][N:18]=[CH:19][C:14]=2[C:13]=1[NH:21][C:22]1[CH:27]=[CH:26][C:25]([I:28])=[CH:24][C:23]=1[F:29])=[O:11]. (4) Given the reactants [C:1]([O:5][C:6]([N:8]1[CH2:21][C@@H:20]2[C@H:15]([CH2:16][CH2:17][C@:18]3([CH3:26])[C:24](=[O:25])[CH2:23][CH2:22][C@H:19]32)[C@:14]2([CH3:27])[C:9]1=[CH:10][C@@H:11]([O:28][Si](C(C)C)(C(C)C)C(C)C)[CH2:12][CH2:13]2)=[O:7])([CH3:4])([CH3:3])[CH3:2].[F-].C([N+](CCCC)(CCCC)CCCC)CCC.C[N+]1([O-])CCOCC1, predict the reaction product. The product is: [C:1]([O:5][C:6]([N:8]1[CH2:21][C@@H:20]2[C@H:15]([CH2:16][CH2:17][C@:18]3([CH3:26])[C:24](=[O:25])[CH2:23][CH2:22][C@H:19]32)[C@:14]2([CH3:27])[C:9]1=[CH:10][C:11](=[O:28])[CH2:12][CH2:13]2)=[O:7])([CH3:4])([CH3:2])[CH3:3]. (5) Given the reactants [C:1]([O:5][C:6](=[O:33])[NH:7][C:8]1([C:12]2[CH:17]=[CH:16][C:15]([C:18]3[C:19]([CH2:30][CH:31]=[CH2:32])=[CH:20][C:21]4[N:26]([CH3:27])[C:25](=[O:28])[CH2:24][O:23][C:22]=4[N:29]=3)=[CH:14][CH:13]=2)[CH2:11][CH2:10][CH2:9]1)([CH3:4])([CH3:3])[CH3:2].[CH3:34][Si](C=[N+]=[N-])(C)C, predict the reaction product. The product is: [CH:31]1([CH2:30][C:19]2[C:18]([C:15]3[CH:14]=[CH:13][C:12]([C:8]4([NH:7][C:6](=[O:33])[O:5][C:1]([CH3:4])([CH3:3])[CH3:2])[CH2:9][CH2:10][CH2:11]4)=[CH:17][CH:16]=3)=[N:29][C:22]3[O:23][CH2:24][C:25](=[O:28])[N:26]([CH3:27])[C:21]=3[CH:20]=2)[CH2:34][CH2:32]1. (6) Given the reactants [CH:1]([C:4]1[C:9](=[O:10])[N:8]2[N:11]=[CH:12][C:13]([C:14]3[CH:15]=[N:16][NH:17][CH:18]=3)=[C:7]2[NH:6][C:5]=1[CH3:19])([CH3:3])[CH3:2].Br[C:21]1[CH:22]=[N:23][CH:24]=[CH:25][CH:26]=1.N1CCC[C@H]1C(O)=O.C([O-])([O-])=O.[K+].[K+], predict the reaction product. The product is: [CH:1]([C:4]1[C:9](=[O:10])[N:8]2[N:11]=[CH:12][C:13]([C:14]3[CH:18]=[N:17][N:16]([C:21]4[CH:22]=[N:23][CH:24]=[CH:25][CH:26]=4)[CH:15]=3)=[C:7]2[NH:6][C:5]=1[CH3:19])([CH3:3])[CH3:2]. (7) The product is: [C:10]([C:18](=[CH:24][C:25](=[O:7])[CH2:26][Br:9])[C:19]([O:21][CH2:22][CH3:23])=[O:20])(=[O:17])[C:11]1[CH:16]=[CH:15][CH:14]=[CH:13][CH:12]=1. Given the reactants BrN1C(=[O:7])CCC1=O.[BrH:9].[C:10]([CH:18]([CH2:24][C:25](Br)=[CH2:26])[C:19]([O:21][CH2:22][CH3:23])=[O:20])(=[O:17])[C:11]1[CH:16]=[CH:15][CH:14]=[CH:13][CH:12]=1.S([O-])([O-])(=O)=S.[Na+].[Na+], predict the reaction product.